From a dataset of Peptide-MHC class I binding affinity with 185,985 pairs from IEDB/IMGT. Regression. Given a peptide amino acid sequence and an MHC pseudo amino acid sequence, predict their binding affinity value. This is MHC class I binding data. (1) The peptide sequence is KSVLDIISSK. The MHC is HLA-A33:01 with pseudo-sequence HLA-A33:01. The binding affinity (normalized) is 0.0850. (2) The peptide sequence is DFDNLIGVR. The MHC is HLA-A11:01 with pseudo-sequence HLA-A11:01. The binding affinity (normalized) is 0. (3) The peptide sequence is VSLMCSNTI. The MHC is HLA-A01:01 with pseudo-sequence HLA-A01:01. The binding affinity (normalized) is 0.0315. (4) The peptide sequence is ATYQRTRA. The MHC is HLA-A68:02 with pseudo-sequence HLA-A68:02. The binding affinity (normalized) is 0. (5) The peptide sequence is FKNFRVYYR. The MHC is Mamu-B8301 with pseudo-sequence Mamu-B8301. The binding affinity (normalized) is 0.718.